From a dataset of NCI-60 drug combinations with 297,098 pairs across 59 cell lines. Regression. Given two drug SMILES strings and cell line genomic features, predict the synergy score measuring deviation from expected non-interaction effect. (1) Drug 1: C1C(C(OC1N2C=C(C(=O)NC2=O)F)CO)O. Drug 2: C1=CN(C(=O)N=C1N)C2C(C(C(O2)CO)O)O.Cl. Cell line: SK-MEL-5. Synergy scores: CSS=25.0, Synergy_ZIP=-1.81, Synergy_Bliss=2.99, Synergy_Loewe=-7.17, Synergy_HSA=5.90. (2) Drug 1: C1=NC2=C(N=C(N=C2N1C3C(C(C(O3)CO)O)O)F)N. Drug 2: CC1C(C(CC(O1)OC2CC(OC(C2O)C)OC3=CC4=CC5=C(C(=O)C(C(C5)C(C(=O)C(C(C)O)O)OC)OC6CC(C(C(O6)C)O)OC7CC(C(C(O7)C)O)OC8CC(C(C(O8)C)O)(C)O)C(=C4C(=C3C)O)O)O)O. Cell line: HOP-92. Synergy scores: CSS=47.7, Synergy_ZIP=-8.31, Synergy_Bliss=-8.70, Synergy_Loewe=-6.54, Synergy_HSA=-6.40. (3) Drug 1: CC1=C(C=C(C=C1)NC2=NC=CC(=N2)N(C)C3=CC4=NN(C(=C4C=C3)C)C)S(=O)(=O)N.Cl. Drug 2: CC(C1=C(C=CC(=C1Cl)F)Cl)OC2=C(N=CC(=C2)C3=CN(N=C3)C4CCNCC4)N. Cell line: SR. Synergy scores: CSS=63.5, Synergy_ZIP=4.91, Synergy_Bliss=5.02, Synergy_Loewe=-8.71, Synergy_HSA=3.81. (4) Drug 1: C1CCC(C1)C(CC#N)N2C=C(C=N2)C3=C4C=CNC4=NC=N3. Drug 2: CCC1(CC2CC(C3=C(CCN(C2)C1)C4=CC=CC=C4N3)(C5=C(C=C6C(=C5)C78CCN9C7C(C=CC9)(C(C(C8N6C)(C(=O)OC)O)OC(=O)C)CC)OC)C(=O)OC)O.OS(=O)(=O)O. Cell line: SF-295. Synergy scores: CSS=20.0, Synergy_ZIP=1.93, Synergy_Bliss=-0.221, Synergy_Loewe=-14.6, Synergy_HSA=1.37.